From a dataset of Reaction yield outcomes from USPTO patents with 853,638 reactions. Predict the reaction yield, written as a fraction of the theoretical maximum amount of product (1.0 means a 100% yield; for example, 0.34 means a 34% yield). (1) The reactants are C[O:2][C:3]([C:5]1[C:13]2[O:12][C:11]([C:14]3[CH:19]=[CH:18][C:17]([O:20][CH3:21])=[C:16]([F:22])[CH:15]=3)=[CH:10][C:9]=2[CH:8]=[C:7]([O:23][CH3:24])[CH:6]=1)=O.[Li]. The catalyst is C1COCC1. The product is [F:22][C:16]1[CH:15]=[C:14]([C:11]2[O:12][C:13]3[C:5]([CH2:3][OH:2])=[CH:6][C:7]([O:23][CH3:24])=[CH:8][C:9]=3[CH:10]=2)[CH:19]=[CH:18][C:17]=1[O:20][CH3:21]. The yield is 0.730. (2) The reactants are Br[C:2]1[CH:7]=[C:6]([F:8])[CH:5]=[CH:4][C:3]=1[CH3:9].[Li]CCCC.CCCCCC.CON(C)[C:24]([C@@H:26]1[CH2:31][CH2:30][CH2:29][N:28]([C:32]([O:34][C:35]([CH3:38])([CH3:37])[CH3:36])=[O:33])[CH2:27]1)=[O:25]. The catalyst is C1COCC1. The product is [F:8][C:6]1[CH:5]=[CH:4][C:3]([CH3:9])=[C:2]([CH:7]=1)[C:24]([C@@H:26]1[CH2:31][CH2:30][CH2:29][N:28]([C:32]([O:34][C:35]([CH3:38])([CH3:37])[CH3:36])=[O:33])[CH2:27]1)=[O:25]. The yield is 0.880. (3) The reactants are Br[C:2]1[C:3]([NH:9][C:10](=[O:13])[CH2:11]I)=[N:4][CH:5]=[C:6]([Br:8])[N:7]=1.C(N(C(C)C)CC)(C)C.Cl.[CH3:24][O:25][C@@H:26]1[CH2:31][CH2:30][C@H:29]([NH2:32])[CH2:28][CH2:27]1. The catalyst is C(#N)C. The product is [Br:8][C:6]1[N:7]=[C:2]2[N:32]([C@H:29]3[CH2:30][CH2:31][C@@H:26]([O:25][CH3:24])[CH2:27][CH2:28]3)[CH2:11][C:10](=[O:13])[NH:9][C:3]2=[N:4][CH:5]=1. The yield is 0.550.